Predict the reaction yield, written as a fraction of the theoretical maximum amount of product (1.0 means a 100% yield; for example, 0.34 means a 34% yield). From a dataset of Reaction yield outcomes from USPTO patents with 853,638 reactions. (1) The reactants are [Br:1][C:2]1[CH:10]=[C:9]2[C:5]([CH:6]=[CH:7][NH:8]2)=[C:4]([NH:11][C:12](=[O:14])[CH3:13])[CH:3]=1.[BH3-]C#N.[Na+].O.[OH-].[Na+]. The catalyst is C(O)(=O)C. The product is [Br:1][C:2]1[CH:10]=[C:9]2[C:5]([CH2:6][CH2:7][NH:8]2)=[C:4]([NH:11][C:12](=[O:14])[CH3:13])[CH:3]=1. The yield is 0.569. (2) The yield is 0.950. The reactants are [NH:1]1[C:5]2[CH:6]=[CH:7][CH:8]=[CH:9][C:4]=2[N:3]=[N:2]1.I[C:11]1[CH:16]=[CH:15][CH:14]=[CH:13][CH:12]=1.[O-]P([O-])([O-])=O.[K+].[K+].[K+].CN[C@@H]1CCCC[C@H]1NC. The catalyst is [Cu]I.CCCCCC.C(OCC)(=O)C.CN(C)C=O. The product is [C:11]1([N:1]2[C:5]3[CH:6]=[CH:7][CH:8]=[CH:9][C:4]=3[N:3]=[N:2]2)[CH:16]=[CH:15][CH:14]=[CH:13][CH:12]=1.